From a dataset of Forward reaction prediction with 1.9M reactions from USPTO patents (1976-2016). Predict the product of the given reaction. (1) The product is: [Cl:1][C:2]1[N:11]=[CH:10][C:9]2[N:8]3[CH:7]=[N:20][N:21]=[C:24]3[C@@H:23]([CH2:22][CH3:26])[N:5]([CH:15]3[CH2:19][CH2:18][CH2:17][CH2:16]3)[C:4]=2[N:3]=1. Given the reactants [Cl:1][C:2]1[N:11]=[CH:10][C:9]2[NH:8][C:7](=O)[C@@H](CC)[N:5]([CH:15]3[CH2:19][CH2:18][CH2:17][CH2:16]3)[C:4]=2[N:3]=1.[NH2:20][NH2:21].[CH2:22]1[CH2:26]O[CH2:24][CH2:23]1.C(OCC)(=O)C, predict the reaction product. (2) Given the reactants O.CC(C)([O-])C.[K+].[N:8]1([CH:14]2[CH2:19][CH2:18][CH:17]([C:20]([O:22]CC)=[O:21])[CH2:16][CH2:15]2)[CH2:12][CH2:11][CH2:10][C:9]1=[O:13].Cl, predict the reaction product. The product is: [N:8]1([C@H:14]2[CH2:15][CH2:16][C@H:17]([C:20]([OH:22])=[O:21])[CH2:18][CH2:19]2)[CH2:12][CH2:11][CH2:10][C:9]1=[O:13]. (3) Given the reactants C1(P(C2CCCCC2)C2C=CC=CC=2C2C(OC)=CC=CC=2OC)CCCCC1.P([O-])([O-])([O-])=O.[K+].[K+].[K+].[CH3:38][O:39][C:40](=[O:50])[CH2:41][C:42]1[CH:47]=[CH:46][C:45](Cl)=[CH:44][C:43]=1[F:49].[CH2:51]([C:53]([C:72]1[CH:77]=[CH:76][C:75]([CH2:78][CH2:79][C:80]2([OH:86])[CH2:85][CH2:84][CH2:83][CH2:82][CH2:81]2)=[C:74]([CH3:87])[CH:73]=1)([C:56]1[CH:61]=[CH:60][C:59](B2OC(C)(C)C(C)(C)O2)=[C:58]([CH3:71])[CH:57]=1)[CH2:54][CH3:55])[CH3:52], predict the reaction product. The product is: [CH3:38][O:39][C:40](=[O:50])[CH2:41][C:42]1[CH:47]=[CH:46][C:45]([C:59]2[CH:60]=[CH:61][C:56]([C:53]([CH2:54][CH3:55])([C:72]3[CH:77]=[CH:76][C:75]([CH2:78][CH2:79][C:80]4([OH:86])[CH2:85][CH2:84][CH2:83][CH2:82][CH2:81]4)=[C:74]([CH3:87])[CH:73]=3)[CH2:51][CH3:52])=[CH:57][C:58]=2[CH3:71])=[CH:44][C:43]=1[F:49]. (4) Given the reactants C([O:3][C:4](=[O:34])[CH2:5][CH2:6][C:7]1[CH:12]=[CH:11][C:10]([O:13][C:14]2[CH:19]=[C:18]([Cl:20])[CH:17]=[C:16]([O:21][C:22]3[CH:27]=[CH:26][C:25]([C:28]([F:31])([F:30])[F:29])=[CH:24][C:23]=3Br)[CH:15]=2)=[CH:9][C:8]=1[CH3:33])C.[F:35][C:36]1[CH:37]=[C:38]([OH:42])[CH:39]=[CH:40][CH:41]=1, predict the reaction product. The product is: [Cl:20][C:18]1[CH:19]=[C:14]([CH:15]=[C:16]([O:21][C:22]2[CH:27]=[CH:26][C:25]([C:28]([F:29])([F:31])[F:30])=[CH:24][C:23]=2[O:42][C:38]2[CH:39]=[CH:40][CH:41]=[C:36]([F:35])[CH:37]=2)[CH:17]=1)[O:13][C:10]1[CH:11]=[CH:12][C:7]([CH2:6][CH2:5][C:4]([OH:3])=[O:34])=[C:8]([CH3:33])[CH:9]=1. (5) Given the reactants [CH2:1]([N:8]1[CH2:14][CH2:13][C:12](=[CH2:15])[C:11]2[N:16]=[C:17](Cl)[CH:18]=[CH:19][C:10]=2[CH2:9]1)[C:2]1[CH:7]=[CH:6][CH:5]=[CH:4][CH:3]=1.CC(C)([O-])C.[Na+].[NH:27]1[CH2:32][CH2:31][O:30][CH2:29][CH2:28]1.CC(C1C=C(C(C)C)C(C2C=CC=CC=2P(C2CCCCC2)C2CCCCC2)=C(C(C)C)C=1)C, predict the reaction product. The product is: [CH2:1]([N:8]1[CH2:14][CH2:13][C:12](=[CH2:15])[C:11]2[N:16]=[C:17]([N:27]3[CH2:32][CH2:31][O:30][CH2:29][CH2:28]3)[CH:18]=[CH:19][C:10]=2[CH2:9]1)[C:2]1[CH:7]=[CH:6][CH:5]=[CH:4][CH:3]=1. (6) Given the reactants C(NC(C)C)(C)C.C([Li])CCC.C([N-]C(C)C)(C)C.[Li+].[CH2:21]([C@H:28]1[CH2:32][O:31][C:30](=[O:33])[N:29]1[C:34](=[O:37])[CH2:35][CH3:36])[C:22]1[CH:27]=[CH:26][CH:25]=[CH:24][CH:23]=1.[O:38]=[C:39]1[CH2:42][N:41]([C:43]([O:45][CH2:46][C:47]2[CH:52]=[CH:51][CH:50]=[CH:49][CH:48]=2)=[O:44])[CH2:40]1, predict the reaction product. The product is: [OH:38][C:39]1([C@@H:35]([CH3:36])[C:34](=[O:37])[N:29]2[C@@H:28]([CH2:21][C:22]3[CH:23]=[CH:24][CH:25]=[CH:26][CH:27]=3)[CH2:32][O:31][C:30]2=[O:33])[CH2:42][N:41]([C:43]([O:45][CH2:46][C:47]2[CH:52]=[CH:51][CH:50]=[CH:49][CH:48]=2)=[O:44])[CH2:40]1. (7) Given the reactants Br[C:2]1[CH:3]=[C:4]([CH:23]=[CH:24][CH:25]=1)[CH2:5][O:6][C:7]1[CH:12]=[CH:11][C:10]([C:13]2([CH2:17][C:18]([O:20][CH2:21][CH3:22])=[O:19])[CH2:16][O:15][CH2:14]2)=[CH:9][CH:8]=1.[CH3:26][O:27][C:28]1[CH:29]=[N:30][CH:31]=[C:32](B2OC(C)(C)C(C)(C)O2)[CH:33]=1.C(=O)([O-])[O-].[K+].[K+], predict the reaction product. The product is: [CH3:26][O:27][C:28]1[CH:33]=[C:32]([C:2]2[CH:3]=[C:4]([CH:23]=[CH:24][CH:25]=2)[CH2:5][O:6][C:7]2[CH:12]=[CH:11][C:10]([C:13]3([CH2:17][C:18]([O:20][CH2:21][CH3:22])=[O:19])[CH2:14][O:15][CH2:16]3)=[CH:9][CH:8]=2)[CH:31]=[N:30][CH:29]=1. (8) Given the reactants [NH2:1][CH:2]1[CH2:11][C:10]2[C:5](=[C:6]([C:13]([NH2:15])=[O:14])[CH:7]=[CH:8][C:9]=2[F:12])[O:4][CH2:3]1.[F:16][C:17]1[CH:18]=[C:19]2[C:23](=[CH:24][CH:25]=1)[NH:22][CH:21]=[C:20]2[CH2:26][CH2:27][CH:28]=O.C(O)(=O)C.C([BH3-])#N.[Na+], predict the reaction product. The product is: [F:12][C:9]1[CH:8]=[CH:7][C:6]([C:13]([NH2:15])=[O:14])=[C:5]2[C:10]=1[CH2:11][CH:2]([NH:1][CH2:28][CH2:27][CH2:26][C:20]1[C:19]3[C:23](=[CH:24][CH:25]=[C:17]([F:16])[CH:18]=3)[NH:22][CH:21]=1)[CH2:3][O:4]2. (9) Given the reactants [CH2:1]([O:8][C:9]1[CH:17]=[CH:16][CH:15]=[C:14]2[C:10]=1[CH:11]=[C:12](B(O)O)[N:13]2[C:18]([O:20][C:21]([CH3:24])([CH3:23])[CH3:22])=[O:19])[C:2]1[CH:7]=[CH:6][CH:5]=[CH:4][CH:3]=1.C[Si](C)(C)[C:30]([F:33])([F:32])[F:31], predict the reaction product. The product is: [CH2:1]([O:8][C:9]1[CH:17]=[CH:16][CH:15]=[C:14]2[C:10]=1[CH:11]=[C:12]([C:30]([F:33])([F:32])[F:31])[N:13]2[C:18]([O:20][C:21]([CH3:24])([CH3:23])[CH3:22])=[O:19])[C:2]1[CH:7]=[CH:6][CH:5]=[CH:4][CH:3]=1. (10) Given the reactants Br[C:2]1[C:3]2[CH:10]=[C:9]([CH2:11][O:12][C:13]3[CH:18]=[CH:17][C:16]([C:19]4([CH2:24][C:25]([O:27][CH2:28][CH3:29])=[O:26])[CH2:22][C:21](=[O:23])[CH2:20]4)=[CH:15][CH:14]=3)[CH:8]=[CH:7][C:4]=2[S:5][CH:6]=1.[CH3:30][C:31]1[CH:32]=[C:33]([CH:43]=[CH:44][C:45]=1B1OC(C)(C)C(C)(C)O1)[O:34][CH:35]1[CH2:40][CH2:39][S:38](=[O:42])(=[O:41])[CH2:37][CH2:36]1.C(Cl)Cl, predict the reaction product. The product is: [O:41]=[S:38]1(=[O:42])[CH2:39][CH2:40][CH:35]([O:34][C:33]2[CH:43]=[CH:44][C:45]([C:2]3[C:3]4[CH:10]=[C:9]([CH2:11][O:12][C:13]5[CH:14]=[CH:15][C:16]([C:19]6([CH2:24][C:25]([O:27][CH2:28][CH3:29])=[O:26])[CH2:22][C:21](=[O:23])[CH2:20]6)=[CH:17][CH:18]=5)[CH:8]=[CH:7][C:4]=4[S:5][CH:6]=3)=[C:31]([CH3:30])[CH:32]=2)[CH2:36][CH2:37]1.